This data is from Peptide-MHC class II binding affinity with 134,281 pairs from IEDB. The task is: Regression. Given a peptide amino acid sequence and an MHC pseudo amino acid sequence, predict their binding affinity value. This is MHC class II binding data. (1) The peptide sequence is TTEEQKLIEDINVGF. The MHC is HLA-DPA10103-DPB10301 with pseudo-sequence HLA-DPA10103-DPB10301. The binding affinity (normalized) is 0.0145. (2) The peptide sequence is HVKHFVINLIGDFEV. The MHC is HLA-DQA10101-DQB10501 with pseudo-sequence HLA-DQA10101-DQB10501. The binding affinity (normalized) is 0.879.